This data is from Reaction yield outcomes from USPTO patents with 853,638 reactions. The task is: Predict the reaction yield, written as a fraction of the theoretical maximum amount of product (1.0 means a 100% yield; for example, 0.34 means a 34% yield). (1) The catalyst is CN(C)C=O. The product is [C:22]([C:26]1[O:30][N:29]=[C:28]([NH:31][C:32]([NH:1][C:2]2[CH:21]=[CH:20][CH:19]=[C:4]([O:5][C:6]3[C:15]4[C:10](=[CH:11][C:12]([OH:18])=[C:13]([O:16][CH3:17])[CH:14]=4)[N:9]=[CH:8][N:7]=3)[CH:3]=2)=[O:33])[CH:27]=1)([CH3:25])([CH3:23])[CH3:24]. The yield is 0.820. The reactants are [NH2:1][C:2]1[CH:3]=[C:4]([CH:19]=[CH:20][CH:21]=1)[O:5][C:6]1[C:15]2[C:10](=[CH:11][C:12]([OH:18])=[C:13]([O:16][CH3:17])[CH:14]=2)[N:9]=[CH:8][N:7]=1.[C:22]([C:26]1[O:30][N:29]=[C:28]([NH:31][C:32](=O)[O:33]C2C=CC=CC=2)[CH:27]=1)([CH3:25])([CH3:24])[CH3:23]. (2) The reactants are [Cl:1][C:2]1[CH:24]=[C:23]([Cl:25])[CH:22]=[CH:21][C:3]=1[CH2:4][O:5][C:6]1[CH:11]=[C:10]([O:12][CH:13]([CH3:15])[CH3:14])[CH:9]=[CH:8][C:7]=1[CH2:16][CH2:17][C:18]([OH:20])=O.[CH2:26]([S:31]([NH2:34])(=[O:33])=[O:32])[CH2:27][CH2:28][CH2:29][CH3:30].N12CCCN=C1CCCCC2. The catalyst is O1CCCC1. The product is [Cl:1][C:2]1[CH:24]=[C:23]([Cl:25])[CH:22]=[CH:21][C:3]=1[CH2:4][O:5][C:6]1[CH:11]=[C:10]([O:12][CH:13]([CH3:15])[CH3:14])[CH:9]=[CH:8][C:7]=1[CH2:16][CH2:17][C:18]([NH:34][S:31]([CH2:26][CH2:27][CH2:28][CH2:29][CH3:30])(=[O:33])=[O:32])=[O:20]. The yield is 0.520.